This data is from Full USPTO retrosynthesis dataset with 1.9M reactions from patents (1976-2016). The task is: Predict the reactants needed to synthesize the given product. (1) Given the product [ClH:21].[ClH:21].[CH3:40][C:34]1[CH:35]=[CH:36][CH:37]=[C:38]([CH3:39])[C:33]=1/[CH:32]=[CH:31]/[CH:28]1[CH2:29][CH2:30][N:25]([C:23](=[O:24])[CH2:22][N:1]2[CH2:6][CH2:5][CH2:4][C@H:3]([NH2:7])[CH2:2]2)[CH2:26][CH2:27]1, predict the reactants needed to synthesize it. The reactants are: [NH:1]1[CH2:6][CH2:5][CH2:4][C@H:3]([NH:7]C(=O)OC(C)(C)C)[CH2:2]1.C(=O)([O-])[O-].[K+].[K+].[Cl:21][CH2:22][C:23]([N:25]1[CH2:30][CH2:29][CH:28](/[CH:31]=[CH:32]/[C:33]2[C:38]([CH3:39])=[CH:37][CH:36]=[CH:35][C:34]=2[CH3:40])[CH2:27][CH2:26]1)=[O:24]. (2) Given the product [Br:1][C:2]1[CH:14]=[CH:13][C:12]2[C:11]3[C:6](=[CH:7][C:8]([Br:15])=[CH:9][CH:10]=3)[C:5]([CH2:16][CH2:17][C:18]([OH:20])=[O:19])([CH2:22][CH2:23][C:24]([OH:26])=[O:25])[C:4]=2[CH:3]=1, predict the reactants needed to synthesize it. The reactants are: [Br:1][C:2]1[CH:14]=[CH:13][C:12]2[C:11]3[C:6](=[CH:7][C:8]([Br:15])=[CH:9][CH:10]=3)[C:5]([CH2:22][CH2:23][C:24]([O:26]C)=[O:25])([CH2:16][CH2:17][C:18]([O:20]C)=[O:19])[C:4]=2[CH:3]=1.C1COCC1.CO.[OH-].[Na+].